This data is from Full USPTO retrosynthesis dataset with 1.9M reactions from patents (1976-2016). The task is: Predict the reactants needed to synthesize the given product. (1) Given the product [CH2:27]([NH:31][C:32](=[O:33])[O:26][CH2:25][CH:11]1[CH2:12][CH:13]([C:15]2[CH:20]=[CH:19][C:18]([C:21]([F:22])([F:23])[F:24])=[CH:17][CH:16]=2)[CH2:14][N:9]([C:7]([N:1]2[CH2:6][CH2:5][O:4][CH2:3][CH2:2]2)=[O:8])[CH2:10]1)[CH:28]([CH3:30])[CH3:29], predict the reactants needed to synthesize it. The reactants are: [N:1]1([C:7]([N:9]2[CH2:14][CH:13]([C:15]3[CH:20]=[CH:19][C:18]([C:21]([F:24])([F:23])[F:22])=[CH:17][CH:16]=3)[CH2:12][CH:11]([CH2:25][OH:26])[CH2:10]2)=[O:8])[CH2:6][CH2:5][O:4][CH2:3][CH2:2]1.[CH2:27]([N:31]=[C:32]=[O:33])[CH:28]([CH3:30])[CH3:29]. (2) Given the product [Cl:1][C:2]1[CH:3]=[C:4]([O:13][CH:21]([CH3:23])[CH3:22])[C:5]([CH3:12])=[C:6]([CH:11]=1)[C:7]([O:9][CH3:10])=[O:8], predict the reactants needed to synthesize it. The reactants are: [Cl:1][C:2]1[CH:3]=[C:4]([OH:13])[C:5]([CH3:12])=[C:6]([CH:11]=1)[C:7]([O:9][CH3:10])=[O:8].C(=O)([O-])[O-].[Cs+].[Cs+].I[CH:21]([CH3:23])[CH3:22].CCOC(C)=O.